This data is from Merck oncology drug combination screen with 23,052 pairs across 39 cell lines. The task is: Regression. Given two drug SMILES strings and cell line genomic features, predict the synergy score measuring deviation from expected non-interaction effect. (1) Cell line: A427. Synergy scores: synergy=-5.40. Drug 2: CS(=O)(=O)CCNCc1ccc(-c2ccc3ncnc(Nc4ccc(OCc5cccc(F)c5)c(Cl)c4)c3c2)o1. Drug 1: COC12C(COC(N)=O)C3=C(C(=O)C(C)=C(N)C3=O)N1CC1NC12. (2) Drug 1: CC1CC2C3CCC4=CC(=O)C=CC4(C)C3(F)C(O)CC2(C)C1(O)C(=O)CO. Drug 2: COC1=C2CC(C)CC(OC)C(O)C(C)C=C(C)C(OC(N)=O)C(OC)C=CC=C(C)C(=O)NC(=CC1=O)C2=O. Cell line: A2780. Synergy scores: synergy=-5.67. (3) Drug 1: NC(=O)c1cccc2cn(-c3ccc(C4CCCNC4)cc3)nc12. Drug 2: Cc1nc(Nc2ncc(C(=O)Nc3c(C)cccc3Cl)s2)cc(N2CCN(CCO)CC2)n1. Cell line: UWB1289. Synergy scores: synergy=10.4.